From a dataset of TCR-epitope binding with 47,182 pairs between 192 epitopes and 23,139 TCRs. Binary Classification. Given a T-cell receptor sequence (or CDR3 region) and an epitope sequence, predict whether binding occurs between them. (1) The epitope is SLYNTVATL. The TCR CDR3 sequence is CASSLEGIGQGIGLGTEAFF. Result: 0 (the TCR does not bind to the epitope). (2) The epitope is TPRVTGGGAM. The TCR CDR3 sequence is CASSLGAGGADQPQHF. Result: 0 (the TCR does not bind to the epitope). (3) The epitope is NLDSKVGGNY. The TCR CDR3 sequence is CASSSGTGNTEAFF. Result: 0 (the TCR does not bind to the epitope). (4) The epitope is KLPDDFTGCV. The TCR CDR3 sequence is CASSLDAVSSYNSPLHF. Result: 1 (the TCR binds to the epitope). (5) The epitope is GLCTLVAML. The TCR CDR3 sequence is CSVEGPAGGPYEQYF. Result: 1 (the TCR binds to the epitope).